This data is from NCI-60 drug combinations with 297,098 pairs across 59 cell lines. The task is: Regression. Given two drug SMILES strings and cell line genomic features, predict the synergy score measuring deviation from expected non-interaction effect. (1) Drug 1: COC1=C(C=C2C(=C1)N=CN=C2NC3=CC(=C(C=C3)F)Cl)OCCCN4CCOCC4. Drug 2: CC1=C(C(=O)C2=C(C1=O)N3CC4C(C3(C2COC(=O)N)OC)N4)N. Cell line: OVCAR-8. Synergy scores: CSS=46.5, Synergy_ZIP=2.20, Synergy_Bliss=4.36, Synergy_Loewe=8.73, Synergy_HSA=10.2. (2) Drug 1: CS(=O)(=O)CCNCC1=CC=C(O1)C2=CC3=C(C=C2)N=CN=C3NC4=CC(=C(C=C4)OCC5=CC(=CC=C5)F)Cl. Drug 2: CN(CCCl)CCCl.Cl. Cell line: EKVX. Synergy scores: CSS=2.97, Synergy_ZIP=-3.31, Synergy_Bliss=0.361, Synergy_Loewe=-4.90, Synergy_HSA=-2.25. (3) Drug 1: C1=CC=C(C=C1)NC(=O)CCCCCCC(=O)NO. Drug 2: C1=CN(C(=O)N=C1N)C2C(C(C(O2)CO)O)(F)F. Cell line: HCT116. Synergy scores: CSS=69.5, Synergy_ZIP=-2.73, Synergy_Bliss=-6.90, Synergy_Loewe=-8.62, Synergy_HSA=-3.25. (4) Drug 1: CC=C1C(=O)NC(C(=O)OC2CC(=O)NC(C(=O)NC(CSSCCC=C2)C(=O)N1)C(C)C)C(C)C. Drug 2: C1=CN(C=N1)CC(O)(P(=O)(O)O)P(=O)(O)O. Cell line: SW-620. Synergy scores: CSS=22.5, Synergy_ZIP=2.33, Synergy_Bliss=3.99, Synergy_Loewe=-30.1, Synergy_HSA=3.20. (5) Drug 1: C1CN1P(=S)(N2CC2)N3CC3. Drug 2: C(CN)CNCCSP(=O)(O)O. Cell line: A498. Synergy scores: CSS=1.19, Synergy_ZIP=0.147, Synergy_Bliss=3.56, Synergy_Loewe=-1.90, Synergy_HSA=1.32. (6) Drug 1: C1=NC2=C(N=C(N=C2N1C3C(C(C(O3)CO)O)F)Cl)N. Drug 2: CC1=C2C(C(=O)C3(C(CC4C(C3C(C(C2(C)C)(CC1OC(=O)C(C(C5=CC=CC=C5)NC(=O)C6=CC=CC=C6)O)O)OC(=O)C7=CC=CC=C7)(CO4)OC(=O)C)O)C)OC(=O)C. Cell line: MCF7. Synergy scores: CSS=9.19, Synergy_ZIP=-3.47, Synergy_Bliss=-4.33, Synergy_Loewe=-9.18, Synergy_HSA=-5.94.